This data is from Catalyst prediction with 721,799 reactions and 888 catalyst types from USPTO. The task is: Predict which catalyst facilitates the given reaction. (1) Reactant: [Cl:1][C:2]1[N:7]=[CH:6][N:5]=[C:4]([C:8](=[O:10])[CH3:9])[CH:3]=1.[BH4-].[Na+]. Product: [Cl:1][C:2]1[N:7]=[CH:6][N:5]=[C:4]([CH:8]([OH:10])[CH3:9])[CH:3]=1. The catalyst class is: 8. (2) Reactant: [I:1][C:2]1[CH:3]=[C:4]2[C:9](=[CH:10][CH:11]=1)[NH:8][C:7](=[O:12])[NH:6][C:5]2=[O:13].[C:14](=O)([O-])[O-].[Cs+].[Cs+].[F:20][C:21]1[CH:22]=[C:23]([CH:26]=[CH:27][C:28]=1[F:29])[CH2:24]Br.O. Product: [F:20][C:21]1[CH:22]=[C:23]([CH:26]=[CH:27][C:28]=1[F:29])[CH2:24][N:6]1[C:5](=[O:13])[C:4]2[C:9](=[CH:10][CH:11]=[C:2]([I:1])[CH:3]=2)[N:8]([CH3:14])[C:7]1=[O:12]. The catalyst class is: 9.